This data is from Retrosynthesis with 50K atom-mapped reactions and 10 reaction types from USPTO. The task is: Predict the reactants needed to synthesize the given product. The reactants are: CCCCCCCCC#CCC#CCC#CCS(=O)(=O)CC(=O)O.CO. Given the product CCCCCCCCC#CCC#CCC#CCS(=O)(=O)CC(=O)OC, predict the reactants needed to synthesize it.